This data is from Catalyst prediction with 721,799 reactions and 888 catalyst types from USPTO. The task is: Predict which catalyst facilitates the given reaction. (1) Reactant: C(=O)([O-])[O-].[K+].[K+].C([O:10][CH2:11][C:12]1[O:16][N:15]=[C:14]([C:17]2[CH:18]=[N:19][C:20]([C:23]([C:28]3[CH:33]=[CH:32][C:31]([C:34]4[CH:35]=[N:36][CH:37]=[C:38]([O:40][CH3:41])[CH:39]=4)=[CH:30][CH:29]=3)([CH3:27])[CH:24]([CH3:26])[CH3:25])=[CH:21][CH:22]=2)[N:13]=1)(=O)C.C(=O)(O)[O-].[Na+]. Product: [CH3:41][O:40][C:38]1[CH:39]=[C:34]([C:31]2[CH:32]=[CH:33][C:28]([C:23]([C:20]3[N:19]=[CH:18][C:17]([C:14]4[N:13]=[C:12]([CH2:11][OH:10])[O:16][N:15]=4)=[CH:22][CH:21]=3)([CH3:27])[CH:24]([CH3:25])[CH3:26])=[CH:29][CH:30]=2)[CH:35]=[N:36][CH:37]=1. The catalyst class is: 72. (2) Reactant: B1[CH:6]2[CH2:7][CH2:8][CH2:9][CH:2]1[CH2:3][CH2:4][CH2:5]2.[C:10]([O-:13])([O-])=O.[K+].[K+].[Br:16][C:17]1[CH:18]=[C:19](C=CC=1I)[C:20]([O:22][CH3:23])=[O:21].[NH4+].[Cl-].[CH2:30]1[CH2:34]O[CH2:32][CH2:31]1. Product: [Br:16][C:17]1[CH:18]=[C:19]([CH:2]=[CH:9][C:8]=1[CH2:7][CH2:6][CH2:5][C:4]1[CH:3]=[CH:32][CH:31]=[C:30]([O:13][CH3:10])[CH:34]=1)[C:20]([O:22][CH3:23])=[O:21]. The catalyst class is: 431.